This data is from Peptide-MHC class I binding affinity with 185,985 pairs from IEDB/IMGT. The task is: Regression. Given a peptide amino acid sequence and an MHC pseudo amino acid sequence, predict their binding affinity value. This is MHC class I binding data. The peptide sequence is RRYQIAQYK. The MHC is HLA-A02:03 with pseudo-sequence HLA-A02:03. The binding affinity (normalized) is 0.0847.